From a dataset of Full USPTO retrosynthesis dataset with 1.9M reactions from patents (1976-2016). Predict the reactants needed to synthesize the given product. (1) The reactants are: Cl[C:2]1[CH:30]=[CH:29][C:5]([O:6][CH:7]2[CH2:10][N:9]([CH2:11][CH2:12][C@H:13]([NH:16][C:17]([NH:19][C:20]3[N:21]([CH3:28])[N:22]=[C:23]([CH:25]4[CH2:27][CH2:26]4)[CH:24]=3)=[O:18])[CH2:14][OH:15])[CH2:8]2)=[CH:4][CH:3]=1.N[C@@H](CCN1CC(OC2C=CC([F:48])=CC=2)C1)CO. Given the product [F:48][C:2]1[CH:30]=[CH:29][C:5]([O:6][CH:7]2[CH2:10][N:9]([CH2:11][CH2:12][C@H:13]([NH:16][C:17]([NH:19][C:20]3[N:21]([CH3:28])[N:22]=[C:23]([CH:25]4[CH2:27][CH2:26]4)[CH:24]=3)=[O:18])[CH2:14][OH:15])[CH2:8]2)=[CH:4][CH:3]=1, predict the reactants needed to synthesize it. (2) Given the product [CH3:35][C:20]1[C:21]([N:25]2[CH2:33][C:32]3[C:27](=[CH:28][CH:29]=[CH:30][CH:31]=3)[C:26]2=[O:34])=[CH:22][CH:23]=[CH:24][C:19]=1[C:8]1[C:7]2[C:6]3[C:14](=[CH:15][C:3]([CH2:2][NH:1][S:37]([CH3:36])(=[O:39])=[O:38])=[CH:4][CH:5]=3)[NH:13][C:12]=2[C:11]([C:16]([NH2:18])=[O:17])=[CH:10][CH:9]=1, predict the reactants needed to synthesize it. The reactants are: [NH2:1][CH2:2][C:3]1[CH:15]=[C:14]2[C:6]([C:7]3[C:8]([C:19]4[CH:24]=[CH:23][CH:22]=[C:21]([N:25]5[CH2:33][C:32]6[C:27](=[CH:28][CH:29]=[CH:30][CH:31]=6)[C:26]5=[O:34])[C:20]=4[CH3:35])=[CH:9][CH:10]=[C:11]([C:16]([NH2:18])=[O:17])[C:12]=3[NH:13]2)=[CH:5][CH:4]=1.[CH3:36][S:37](Cl)(=[O:39])=[O:38]. (3) Given the product [CH3:13][N:14]([CH:16]=[CH:9][C:8]([C:5]1[CH:6]=[CH:7][C:2]([Br:1])=[CH:3][CH:4]=1)=[O:10])[CH3:15], predict the reactants needed to synthesize it. The reactants are: [Br:1][C:2]1[CH:7]=[CH:6][C:5]([C:8](=[O:10])[CH3:9])=[CH:4][CH:3]=1.CO[CH:13](OC)[N:14]([CH3:16])[CH3:15]. (4) Given the product [F:1][C:2]1[CH:3]=[CH:4][C:5]([CH:8]2[NH:9][C:10]3[C:15]4[C:16](=[N:31][NH:32][C:25](=[O:30])[C:14]=4[CH:13]=[CH:12][CH:11]=3)[CH:17]2[C:18]2[N:19]=[N:20][N:21]([CH3:23])[CH:22]=2)=[CH:6][CH:7]=1, predict the reactants needed to synthesize it. The reactants are: [F:1][C:2]1[CH:7]=[CH:6][C:5]([CH:8]2[CH:17]([C:18]3[N:19]=[N:20][N:21]([CH3:23])[CH:22]=3)[C:16](=O)[C:15]3[C:14]([C:25](OCC)=O)=[CH:13][CH:12]=[CH:11][C:10]=3[NH:9]2)=[CH:4][CH:3]=1.[OH2:30].[NH2:31][NH2:32].